This data is from Full USPTO retrosynthesis dataset with 1.9M reactions from patents (1976-2016). The task is: Predict the reactants needed to synthesize the given product. Given the product [CH2:1]([N:8]1[CH2:13][CH2:12][CH2:11][CH:10]([C:14]2[C:15]3=[C:16]4[CH:24]=[CH:23][NH:22][C:17]4=[N:18][CH:19]=[C:20]3[NH:26][N:25]=2)[CH2:9]1)[C:2]1[CH:7]=[CH:6][CH:5]=[CH:4][CH:3]=1, predict the reactants needed to synthesize it. The reactants are: [CH2:1]([N:8]1[CH2:13][CH2:12][CH2:11][CH:10]([C:14](=[N:25][NH2:26])[C:15]2[C:20](Cl)=[CH:19][N:18]=[C:17]3[NH:22][CH:23]=[CH:24][C:16]=23)[CH2:9]1)[C:2]1[CH:7]=[CH:6][CH:5]=[CH:4][CH:3]=1.CC(C)([O-])C.[Na+].CO.